From a dataset of Forward reaction prediction with 1.9M reactions from USPTO patents (1976-2016). Predict the product of the given reaction. (1) The product is: [C:1]([NH:9][C:10]1[CH:11]=[C:12]([NH:17][C:18](=[O:26])[C:19]2[CH:24]=[CH:23][C:22]([N:32]3[CH2:31][CH2:30][NH:29][C@H:28]([CH3:27])[CH2:33]3)=[N:21][CH:20]=2)[CH:13]=[CH:14][C:15]=1[Cl:16])(=[O:8])[C:2]1[CH:7]=[CH:6][CH:5]=[CH:4][CH:3]=1. Given the reactants [C:1]([NH:9][C:10]1[CH:11]=[C:12]([NH:17][C:18](=[O:26])[C:19]2[CH:24]=[CH:23][C:22](Cl)=[N:21][CH:20]=2)[CH:13]=[CH:14][C:15]=1[Cl:16])(=[O:8])[C:2]1[CH:7]=[CH:6][CH:5]=[CH:4][CH:3]=1.[CH3:27][C@@H:28]1[CH2:33][NH:32][CH2:31][CH2:30][NH:29]1, predict the reaction product. (2) Given the reactants [CH2:1]([C:3]1[N:15]([C@@H:16]2[C:24]3[C:19](=[CH:20][C:21]([C:25]4[CH:30]=[CH:29][CH:28]=[CH:27][C:26]=4[C:31]4[N:35](C(C5C=CC=CC=5)(C5C=CC=CC=5)C5C=CC=CC=5)[N:34]=[N:33][N:32]=4)=[CH:22][CH:23]=3)[CH2:18][CH2:17]2)[C:6]2=[N:7][C:8]([CH2:12][O:13][CH3:14])=[CH:9][C:10]([CH3:11])=[C:5]2[N:4]=1)[CH3:2], predict the reaction product. The product is: [NH:35]1[C:31]([C:26]2[CH:27]=[CH:28][CH:29]=[CH:30][C:25]=2[C:21]2[CH:20]=[C:19]3[C:24](=[CH:23][CH:22]=2)[C@@H:16]([N:15]2[C:6]4=[N:7][C:8]([CH2:12][O:13][CH3:14])=[CH:9][C:10]([CH3:11])=[C:5]4[N:4]=[C:3]2[CH2:1][CH3:2])[CH2:17][CH2:18]3)=[N:32][N:33]=[N:34]1.